This data is from Catalyst prediction with 721,799 reactions and 888 catalyst types from USPTO. The task is: Predict which catalyst facilitates the given reaction. (1) Reactant: [NH2:1][CH2:2][CH2:3][C:4]([CH3:42])([CH3:41])[CH2:5][CH:6]([NH:29][S:30]([C:33]1[CH:38]=[CH:37][C:36]([O:39][CH3:40])=[CH:35][CH:34]=1)(=[O:32])=[O:31])[C@H:7]([OH:28])[C@@H:8]([NH:16][C:17](=[O:27])[O:18][C@@H:19]1[C@H:26]2[C@H:22]([O:23][CH2:24][CH2:25]2)[O:21][CH2:20]1)[CH2:9][C:10]1[CH:15]=[CH:14][CH:13]=[CH:12][CH:11]=1.NCCC(C)(C)CC(NS(C1C=CC(OC)=CC=1)(=O)=O)[C@H](O)[C@@H](NC(=O)O[C@H]1[C@@H]2[C@@H](OCC2)OC1)CC1C=CC=CC=1.C(N(CC)C(C)C)(C)C.[CH3:94][N:95]([CH3:99])[C:96](Cl)=[O:97]. Product: [CH2:9]([C@H:8]([NH:16][C:17](=[O:27])[O:18][C@H:19]1[C@@H:26]2[C@@H:22]([O:23][CH2:24][CH2:25]2)[O:21][CH2:20]1)[C@@H:7]([OH:28])[CH:6]([NH:29][S:30]([C:33]1[CH:38]=[CH:37][C:36]([O:39][CH3:40])=[CH:35][CH:34]=1)(=[O:32])=[O:31])[CH2:5][C:4]([CH3:42])([CH3:41])[CH2:3][CH2:2][NH:1][C:96]([N:95]([CH3:99])[CH3:94])=[O:97])[C:10]1[CH:15]=[CH:14][CH:13]=[CH:12][CH:11]=1. The catalyst class is: 1. (2) Reactant: O.[OH-].[Ba+2].[OH-].O.[CH3:6][C:7](=[O:14])[CH2:8][CH2:9][CH2:10][CH2:11][CH2:12][CH3:13].[CH2:15](O)[CH2:16][CH2:17][CH2:18][CH2:19][CH2:20][CH2:21][CH2:22][CH2:23][CH3:24]. Product: [CH3:13][CH2:12][CH2:11][CH2:10][CH2:9][CH2:8][C:7](=[O:14])[CH2:6][CH2:15][CH2:16][CH2:17][CH2:18][CH2:19][CH2:20][CH2:21][CH2:22][CH2:23][CH3:24]. The catalyst class is: 13. (3) Product: [C:24]([O:1][C:2]1[C:3]([C:14]([O:16][CH3:17])=[O:15])=[N:4][C:5]([C:9]2[S:10][CH:11]=[CH:12][CH:13]=2)=[N:6][C:7]=1[OH:8])(=[O:31])[C:25]1[CH:30]=[CH:29][CH:28]=[CH:27][CH:26]=1. The catalyst class is: 96. Reactant: [OH:1][C:2]1[C:3]([C:14]([O:16][CH3:17])=[O:15])=[N:4][C:5]([C:9]2[S:10][CH:11]=[CH:12][CH:13]=2)=[N:6][C:7]=1[OH:8].N1C=CC=CC=1.[C:24](Cl)(=[O:31])[C:25]1[CH:30]=[CH:29][CH:28]=[CH:27][CH:26]=1.Cl. (4) Reactant: [F:1][C:2]1[CH:22]=[C:21]([N:23]2[CH:27]=[CH:26][CH:25]=[N:24]2)[CH:20]=[CH:19][C:3]=1[CH2:4][C:5]1[C:6]([CH3:18])=[C:7]([CH3:17])[C:8]([CH:15]=O)=[C:9]([CH:14]=1)[C:10](OC)=[O:11].Cl.[NH2:29][C@H:30]1[CH2:34][CH2:33][CH2:32][C@@H:31]1[OH:35].C(N(CC)CC)C.S([O-])([O-])(=O)=O.[Mg+2]. Product: [F:1][C:2]1[CH:22]=[C:21]([N:23]2[CH:27]=[CH:26][CH:25]=[N:24]2)[CH:20]=[CH:19][C:3]=1[CH2:4][C:5]1[CH:14]=[C:9]2[C:8]([CH2:15][N:29]([C@H:30]3[CH2:34][CH2:33][CH2:32][C@@H:31]3[OH:35])[C:10]2=[O:11])=[C:7]([CH3:17])[C:6]=1[CH3:18]. The catalyst class is: 1. (5) Reactant: C(OC([N:8]1[CH:13]2[CH2:14][CH2:15][CH:9]1[CH2:10][C:11]([OH:22])([C:16]1[N:21]=[CH:20][CH:19]=[CH:18][N:17]=1)[CH2:12]2)=O)(C)(C)C.[ClH:23]. Product: [ClH:23].[N:17]1[CH:18]=[CH:19][CH:20]=[N:21][C:16]=1[C:11]1([OH:22])[CH2:12][CH:13]2[NH:8][CH:9]([CH2:15][CH2:14]2)[CH2:10]1. The catalyst class is: 12. (6) Reactant: [CH3:1][C:2]1[C:7]([N+:8]([O-])=O)=[CH:6][CH:5]=[CH:4][C:3]=1[NH:11][S:12]([CH3:15])(=[O:14])=[O:13].[H][H]. Product: [NH2:8][C:7]1[C:2]([CH3:1])=[C:3]([NH:11][S:12]([CH3:15])(=[O:14])=[O:13])[CH:4]=[CH:5][CH:6]=1. The catalyst class is: 153. (7) Reactant: [OH:1][C:2]1[CH:3]=[C:4]([CH:9]=[C:10]([OH:12])[CH:11]=1)[C:5]([O:7][CH3:8])=[O:6].[F:13][C:14]1[CH:21]=[CH:20][CH:19]=[CH:18][C:15]=1[CH2:16]Br.C(=O)([O-])[O-].[K+].[K+].CN(C=O)C. Product: [F:13][C:14]1[CH:21]=[CH:20][CH:19]=[CH:18][C:15]=1[CH2:16][O:1][C:2]1[CH:3]=[C:4]([CH:9]=[C:10]([OH:12])[CH:11]=1)[C:5]([O:7][CH3:8])=[O:6]. The catalyst class is: 6. (8) Reactant: [Cl:1][C:2]1[CH:26]=[CH:25][C:24]([Cl:27])=[CH:23][C:3]=1[O:4][C:5]1[CH:10]=[CH:9][N:8]=[CH:7][C:6]=1[C:11](N1C2C(=CC=CC=2)CCC1)=[O:12].[Cl:28][C:29]1[CH:30]=[C:31]([N:37]([CH:39]2[CH2:41][CH2:40]2)[CH3:38])[C:32]([NH2:36])=[CH:33][C:34]=1[F:35]. Product: [Cl:28][C:29]1[C:34]([F:35])=[CH:33][C:32]([NH:36][C:11](=[O:12])[C:6]2[C:5]([O:4][C:3]3[CH:23]=[C:24]([Cl:27])[CH:25]=[CH:26][C:2]=3[Cl:1])=[CH:10][CH:9]=[N:8][CH:7]=2)=[C:31]([N:37]([CH:39]2[CH2:40][CH2:41]2)[CH3:38])[CH:30]=1. The catalyst class is: 644. (9) Reactant: [CH2:1]([N:8]([CH2:15][C:16]1[CH:21]=[CH:20][CH:19]=[CH:18][CH:17]=1)[C:9]1([C:12](O)=[O:13])[CH2:11][CH2:10]1)[C:2]1[CH:7]=[CH:6][CH:5]=[CH:4][CH:3]=1.CN([C:25]([O:29][N:30]1N=NC2C=CC=N[C:31]1=2)=[N+](C)C)C.F[P-](F)(F)(F)(F)F.Cl.CNOC.C(N(C(C)C)CC)(C)C. Product: [CH2:1]([N:8]([CH2:15][C:16]1[CH:17]=[CH:18][CH:19]=[CH:20][CH:21]=1)[C:9]1([C:12]([N:30]([O:29][CH3:25])[CH3:31])=[O:13])[CH2:10][CH2:11]1)[C:2]1[CH:3]=[CH:4][CH:5]=[CH:6][CH:7]=1. The catalyst class is: 10. (10) Reactant: [Cl:1][C:2]1[C:7]([Cl:8])=[CH:6][CH:5]=[CH:4][C:3]=1[C:9]1[CH:14]=[CH:13][N:12]=[CH:11][CH:10]=1.I[CH2:16][CH2:17][CH3:18].[BH4-].[Na+]. Product: [Cl:1][C:2]1[C:7]([Cl:8])=[CH:6][CH:5]=[CH:4][C:3]=1[C:9]1[CH2:10][CH2:11][N:12]([CH2:16][CH2:17][CH3:18])[CH2:13][CH:14]=1. The catalyst class is: 8.